This data is from Forward reaction prediction with 1.9M reactions from USPTO patents (1976-2016). The task is: Predict the product of the given reaction. (1) Given the reactants [OH-].[K+].F[C:4]1[C:26]([F:27])=[C:25]([F:28])[CH:24]=[CH:23][C:5]=1[N:6]([CH:11]=[C:12]([C:18]([O:20][CH2:21][CH3:22])=[O:19])[C:13]([O:15][CH2:16][CH3:17])=[O:14])[C@@H:7]([CH3:10])[CH2:8][OH:9].C(OC=C(C(OCC)=O)C(OCC)=O)C.O, predict the reaction product. The product is: [F:28][C:25]1[CH:24]=[CH:23][C:5]2[N:6]([CH:11]=[C:12]([C:18]([O:20][CH2:21][CH3:22])=[O:19])[C:13]([O:15][CH2:16][CH3:17])=[O:14])[C@@H:7]([CH3:10])[CH2:8][O:9][C:4]=2[C:26]=1[F:27]. (2) Given the reactants [Br:1][C:2]1[CH:10]=[C:9]2[C:5]([CH2:6][CH2:7][NH:8]2)=[CH:4][CH:3]=1.Cl[C:12]1[CH:17]=[CH:16][N:15]=[C:14]([NH2:18])[N:13]=1, predict the reaction product. The product is: [Br:1][C:2]1[CH:10]=[C:9]2[C:5]([CH2:6][CH2:7][N:8]2[C:12]2[CH:17]=[CH:16][N:15]=[C:14]([NH2:18])[N:13]=2)=[CH:4][CH:3]=1. (3) Given the reactants Cl[C:2]1[C:7]([CH2:8][CH2:9][OH:10])=[C:6]([Cl:11])[N:5]=[CH:4][N:3]=1.CCO.[CH3:15][O:16][C:17]1[CH:24]=[CH:23][C:20]([CH2:21][NH2:22])=[CH:19][CH:18]=1, predict the reaction product. The product is: [Cl:11][C:6]1[C:7]([CH2:8][CH2:9][OH:10])=[C:2]([NH:22][CH2:21][C:20]2[CH:23]=[CH:24][C:17]([O:16][CH3:15])=[CH:18][CH:19]=2)[N:3]=[CH:4][N:5]=1. (4) The product is: [OH:1][C@@H:2]([C:13]1[C:14]([CH3:36])=[N:15][O:16][C:17]=1[C:18]1[CH:23]=[CH:22][C:21]([C:24]2[CH:29]=[CH:28][C:27]([C:30]3([C:33]([NH:64][S:61]([CH3:60])(=[O:63])=[O:62])=[O:35])[CH2:31][CH2:32]3)=[CH:26][CH:25]=2)=[CH:20][CH:19]=1)[CH2:3][O:4][C@@H:5]([C:7]1[CH:8]=[CH:9][CH:10]=[CH:11][CH:12]=1)[CH3:6]. Given the reactants [OH:1][C@@H:2]([C:13]1[C:14]([CH3:36])=[N:15][O:16][C:17]=1[C:18]1[CH:23]=[CH:22][C:21]([C:24]2[CH:29]=[CH:28][C:27]([C:30]3([C:33]([OH:35])=O)[CH2:32][CH2:31]3)=[CH:26][CH:25]=2)=[CH:20][CH:19]=1)[CH2:3][O:4][C@@H:5]([C:7]1[CH:12]=[CH:11][CH:10]=[CH:9][CH:8]=1)[CH3:6].C(N1C=CN=C1)(N1C=CN=C1)=O.N12CCCN=C1CCCCC2.[CH3:60][S:61]([NH2:64])(=[O:63])=[O:62], predict the reaction product.